Task: Predict the reactants needed to synthesize the given product.. Dataset: Full USPTO retrosynthesis dataset with 1.9M reactions from patents (1976-2016) Given the product [S:34]1[CH:38]=[CH:37][C:36]([C:2]2[CH:3]=[C:4]([C:17]3[N:21]([CH2:22][O:23][CH2:24][CH2:25][Si:26]([CH3:29])([CH3:27])[CH3:28])[C:20]4[CH:30]=[CH:31][CH:32]=[CH:33][C:19]=4[N:18]=3)[C:5](=[O:16])[N:6]([CH2:8][O:9][CH2:10][CH2:11][Si:12]([CH3:13])([CH3:14])[CH3:15])[N:7]=2)=[CH:35]1, predict the reactants needed to synthesize it. The reactants are: Cl[C:2]1[CH:3]=[C:4]([C:17]2[N:21]([CH2:22][O:23][CH2:24][CH2:25][Si:26]([CH3:29])([CH3:28])[CH3:27])[C:20]3[CH:30]=[CH:31][CH:32]=[CH:33][C:19]=3[N:18]=2)[C:5](=[O:16])[N:6]([CH2:8][O:9][CH2:10][CH2:11][Si:12]([CH3:15])([CH3:14])[CH3:13])[N:7]=1.[S:34]1[CH:38]=[CH:37][C:36](B(O)O)=[CH:35]1.C(=O)([O-])[O-].[K+].[K+].O.